This data is from Reaction yield outcomes from USPTO patents with 853,638 reactions. The task is: Predict the reaction yield, written as a fraction of the theoretical maximum amount of product (1.0 means a 100% yield; for example, 0.34 means a 34% yield). (1) The reactants are [C:1]1([C:21]2[CH:26]=[CH:25][CH:24]=[CH:23][CH:22]=2)[CH:6]=[CH:5][C:4]([CH2:7][CH2:8][C:9]([NH:11][C:12]2[C:13]([C:17]([O:19]C)=[O:18])=[CH:14][S:15][CH:16]=2)=[O:10])=[CH:3][CH:2]=1.[OH-].[Na+]. The catalyst is CO.C1COCC1. The product is [C:1]1([C:21]2[CH:26]=[CH:25][CH:24]=[CH:23][CH:22]=2)[CH:2]=[CH:3][C:4]([CH2:7][CH2:8][C:9]([NH:11][C:12]2[C:13]([C:17]([OH:19])=[O:18])=[CH:14][S:15][CH:16]=2)=[O:10])=[CH:5][CH:6]=1. The yield is 0.790. (2) The reactants are CO[CH:3]([O:27]C)[CH2:4][N:5]([C:19]([C:21]1[N:22]=[C:23]([CH3:26])[NH:24][CH:25]=1)=[O:20])[CH:6]1[CH2:11][CH2:10][N:9](C(OC(C)(C)C)=O)[CH2:8][CH2:7]1.[ClH:29]. No catalyst specified. The product is [ClH:29].[ClH:29].[OH:27][CH:3]1[N:22]2[C:23]([CH3:26])=[N:24][CH:25]=[C:21]2[C:19](=[O:20])[N:5]([CH:6]2[CH2:7][CH2:8][NH:9][CH2:10][CH2:11]2)[CH2:4]1. The yield is 0.970. (3) The reactants are C[O:2][C:3]([C:5]1[S:6][C:7]([C:20]#[C:21][C:22]([CH3:25])([CH3:24])[CH3:23])=[CH:8][C:9]=1[NH:10][C:11]([C@H:13]1[CH2:18][CH2:17][C@H:16]([CH3:19])[CH2:15][CH2:14]1)=[O:12])=[O:4].Cl[CH2:27][C:28]1[O:29][C:30]([CH3:33])=[N:31][N:32]=1.C(N(CC)CC)C. The catalyst is C(#N)C. The product is [CH3:25][C:22]([CH3:23])([CH3:24])[C:21]#[C:20][C:7]1[S:6][C:5]([C:3]([OH:2])=[O:4])=[C:9]([N:10]([C:11]([C@H:13]2[CH2:18][CH2:17][C@H:16]([CH3:19])[CH2:15][CH2:14]2)=[O:12])[CH2:27][C:28]2[O:29][C:30]([CH3:33])=[N:31][N:32]=2)[CH:8]=1. The yield is 0.290. (4) The reactants are [C:1]([C:3]1[CH:8]=[CH:7][CH:6]=[CH:5][C:4]=1[CH2:9][C:10]([O:12][CH3:13])=[O:11])#[CH:2].C(N(CC)CC)C.Cl[C:22]1[C:27]([C:28]([F:31])([F:30])[F:29])=[CH:26][N:25]=[C:24]([NH:32][C:33]2[CH:38]=[CH:37][C:36]([N:39]3[CH2:44][CH2:43][N:42]([C:45]([O:47][C:48]([CH3:51])([CH3:50])[CH3:49])=[O:46])[CH2:41][CH2:40]3)=[CH:35][CH:34]=2)[N:23]=1.C1(P(C2C=CC=CC=2)C2C=CC=CC=2)C=CC=CC=1. The catalyst is CN(C=O)C.[Cu]I. The product is [CH3:13][O:12][C:10](=[O:11])[CH2:9][C:4]1[CH:5]=[CH:6][CH:7]=[CH:8][C:3]=1[C:1]#[C:2][C:26]1[C:27]([C:28]([F:30])([F:29])[F:31])=[CH:22][N:23]=[C:24]([NH:32][C:33]2[CH:34]=[CH:35][C:36]([N:39]3[CH2:40][CH2:41][N:42]([C:45]([O:47][C:48]([CH3:51])([CH3:50])[CH3:49])=[O:46])[CH2:43][CH2:44]3)=[CH:37][CH:38]=2)[N:25]=1. The yield is 0.890.